Dataset: Reaction yield outcomes from USPTO patents with 853,638 reactions. Task: Predict the reaction yield, written as a fraction of the theoretical maximum amount of product (1.0 means a 100% yield; for example, 0.34 means a 34% yield). (1) The reactants are COC([CH:5]1[C:13](=[O:14])[CH2:12][C@H:11]2[N:7]([CH2:8][CH2:9][CH2:10]2)[C:6]1=[O:15])=O.C(=O)([O-])O.[Na+]. The catalyst is C(O)(=O)C. The product is [CH2:10]1[C@@H:11]2[N:7]([C:6](=[O:15])[CH2:5][C:13](=[O:14])[CH2:12]2)[CH2:8][CH2:9]1. The yield is 0.870. (2) The reactants are [S:1]1[CH:5]=[CH:4][CH:3]=[C:2]1[CH2:6][C:7]1[CH:15]=[CH:14][CH:13]=[CH:12][C:8]=1[C:9]([OH:11])=O.[NH2:16][C@@H:17]1[C@H:21]2[O:22][CH2:23][C@H:24]([NH:25][C:26]([CH:28]3[CH2:30][CH2:29]3)=[O:27])[C@H:20]2[O:19][CH2:18]1. No catalyst specified. The product is [CH:28]1([C:26]([NH:25][C@@H:24]2[C@H:20]3[O:19][CH2:18][C@H:17]([NH:16][C:9](=[O:11])[C:8]4[CH:12]=[CH:13][CH:14]=[CH:15][C:7]=4[CH2:6][C:2]4[S:1][CH:5]=[CH:4][CH:3]=4)[C@H:21]3[O:22][CH2:23]2)=[O:27])[CH2:29][CH2:30]1. The yield is 0.270. (3) The product is [N+:7]([C:10]1[CH:24]=[CH:23][C:13]([C:14]([O:16][CH2:17][CH2:18][CH2:19][CH2:3][C@@H:2]([OH:6])[CH2:4][OH:26])=[O:15])=[CH:12][CH:11]=1)([O-:9])=[O:8]. The yield is 0.902. The catalyst is C(OCC)(=O)C. The reactants are O.[C:2]([OH:6])(C)([CH3:4])[CH3:3].[N+:7]([C:10]1[CH:24]=[CH:23][C:13]([C:14]([O:16][CH2:17][CH2:18][CH2:19]CC=C)=[O:15])=[CH:12][CH:11]=1)([O-:9])=[O:8].S(S([O-])=O)([O-])(=O)=[O:26].[Na+].[Na+]. (4) The product is [Cl:8][C:9]1[C:14]([C:15]([F:18])([F:16])[F:17])=[CH:13][N:12]=[C:11]2[NH:19][CH:20]=[C:21]([NH:22][C:23](=[O:30])[C:24]3[CH:29]=[CH:28][CH:27]=[N:26][CH:25]=3)[C:10]=12. The yield is 0.320. The catalyst is C(Cl)Cl.O. The reactants are C(N(CC)CC)C.[Cl:8][C:9]1[C:14]([C:15]([F:18])([F:17])[F:16])=[CH:13][N:12]=[C:11]2[NH:19][CH:20]=[C:21]([NH2:22])[C:10]=12.[C:23](O)(=[O:30])[C:24]1[CH:29]=[CH:28][CH:27]=[N:26][CH:25]=1.C1N(P(Cl)(N2C(=O)OCC2)=O)C(=O)OC1. (5) The reactants are [H-].[Al+3].[Li+].[H-].[H-].[H-].[Cl:7][C:8]1[CH:9]=[CH:10][C:11]([S:16][CH2:17][CH3:18])=[C:12]([CH:15]=1)[C:13]#[N:14].O. The catalyst is C1COCC1. The product is [Cl:7][C:8]1[CH:9]=[CH:10][C:11]([S:16][CH2:17][CH3:18])=[C:12]([CH:15]=1)[CH2:13][NH2:14]. The yield is 0.850. (6) The product is [CH3:15][S:14]([C:12]1[N:13]=[C:5]2[N:4]=[C:3]([CH2:1][CH3:2])[CH:8]=[C:7]([CH2:9][CH3:10])[N:6]2[N:11]=1)(=[O:18])=[O:22]. The catalyst is O.O.[O-][W]([O-])(=O)=O.[Na+].[Na+]. The yield is 0.970. The reactants are [CH2:1]([C:3]1[CH:8]=[C:7]([CH2:9][CH3:10])[N:6]2[N:11]=[C:12]([S:14][CH3:15])[N:13]=[C:5]2[N:4]=1)[CH3:2].C(O)(=[O:18])C.OO.[OH2:22]. (7) The reactants are [CH3:1][N:2]([CH3:27])[C:3]([S:5][C:6]1[CH:11]=[CH:10][C:9]([CH2:12][CH2:13][CH2:14][CH2:15][N:16]2C(=O)C3=CC=CC=C3C2=O)=[CH:8][CH:7]=1)=[O:4].CN. The catalyst is C(O)C. The product is [CH3:27][N:2]([CH3:1])[C:3]([S:5][C:6]1[CH:11]=[CH:10][C:9]([CH2:12][CH2:13][CH2:14][CH2:15][NH2:16])=[CH:8][CH:7]=1)=[O:4]. The yield is 0.420. (8) The reactants are [F:1][C:2]1[CH:11]=[CH:10][C:9]2[O:8][CH2:7][C:6]3[CH:12]=[C:13]([C:15](Cl)=[O:16])[S:14][C:5]=3[C:4]=2[CH:3]=1.[F:18][C:19]1[CH:25]=[C:24]([F:26])[CH:23]=[CH:22][C:20]=1[NH2:21].N1C=CC=C[CH:28]=1. The catalyst is CN(C1C=CN=CC=1)C.C(Cl)Cl. The product is [F:18][C:19]1[CH:25]=[C:24]([F:26])[CH:23]=[CH:22][C:20]=1[N:21]([CH3:28])[C:15]([C:13]1[S:14][C:5]2[C:4]3[CH:3]=[C:2]([F:1])[CH:11]=[CH:10][C:9]=3[O:8][CH2:7][C:6]=2[CH:12]=1)=[O:16]. The yield is 0.310. (9) The reactants are C(N(CC)CC)C.[CH2:8]([NH:15][C:16]1[C:21](I)=[C:20]([CH3:23])[N:19]=[C:18]([NH2:24])[N:17]=1)[C:9]1[CH:14]=[CH:13][CH:12]=[CH:11][CH:10]=1.[C:25]([O:29][CH2:30][CH3:31])(=[O:28])[CH:26]=[CH2:27]. The catalyst is CN(C=O)C.C1C=CC([P]([Pd]([P](C2C=CC=CC=2)(C2C=CC=CC=2)C2C=CC=CC=2)([P](C2C=CC=CC=2)(C2C=CC=CC=2)C2C=CC=CC=2)[P](C2C=CC=CC=2)(C2C=CC=CC=2)C2C=CC=CC=2)(C2C=CC=CC=2)C2C=CC=CC=2)=CC=1. The product is [CH2:30]([O:29][C:25](=[O:28])/[CH:26]=[CH:27]/[C:21]1[C:16]([NH:15][CH2:8][C:9]2[CH:14]=[CH:13][CH:12]=[CH:11][CH:10]=2)=[N:17][C:18]([NH2:24])=[N:19][C:20]=1[CH3:23])[CH3:31]. The yield is 0.280. (10) The reactants are [CH2:1]([C:4]1[CH:10]=[CH:9][C:7]([NH2:8])=[CH:6][C:5]=1[N+:11]([O-:13])=[O:12])[CH2:2][CH3:3].[CH3:14][C:15]([O:18][C:19](O[C:19]([O:18][C:15]([CH3:17])([CH3:16])[CH3:14])=[O:20])=[O:20])([CH3:17])[CH3:16]. The catalyst is N1C=CC=CC=1.C(Cl)Cl. The product is [C:15]([O:18][C:19](=[O:20])[NH:8][C:7]1[CH:9]=[CH:10][C:4]([CH2:1][CH2:2][CH3:3])=[C:5]([N+:11]([O-:13])=[O:12])[CH:6]=1)([CH3:17])([CH3:16])[CH3:14]. The yield is 0.870.